This data is from Full USPTO retrosynthesis dataset with 1.9M reactions from patents (1976-2016). The task is: Predict the reactants needed to synthesize the given product. (1) Given the product [CH:14]([N:12]1[CH:13]=[C:9]([C:4]2[C:5]([NH2:8])=[N:6][CH:7]=[C:2]([C:23]3[CH:22]=[C:21]4[C:26](=[CH:25][CH:24]=3)[N:18]([CH3:17])[CH:19]=[CH:20]4)[CH:3]=2)[N:10]=[N:11]1)([CH3:16])[CH3:15], predict the reactants needed to synthesize it. The reactants are: Br[C:2]1[CH:3]=[C:4]([C:9]2[N:10]=[N:11][N:12]([CH:14]([CH3:16])[CH3:15])[CH:13]=2)[C:5]([NH2:8])=[N:6][CH:7]=1.[CH3:17][N:18]1[C:26]2[C:21](=[CH:22][C:23](B(O)O)=[CH:24][CH:25]=2)[CH:20]=[CH:19]1.O.C([O-])([O-])=O.[K+].[K+]. (2) Given the product [C:17]([C:21]1[CH:26]=[CH:25][C:24]([S:27]([NH:30][C:31]2[CH:36]=[CH:35][C:34]([Cl:37])=[CH:33][C:32]=2[C:38]2[N:2]([CH3:1])[C:3]([C:5]3[N:6]=[CH:7][O:8][C:9]=3[CH3:10])=[N:41][N:40]=2)(=[O:28])=[O:29])=[CH:23][CH:22]=1)([CH3:18])([CH3:19])[CH3:20], predict the reactants needed to synthesize it. The reactants are: [CH3:1][NH:2][C:3]([C:5]1[N:6]=[CH:7][O:8][C:9]=1[CH3:10])=O.N1C=CC=CC=1.[C:17]([C:21]1[CH:26]=[CH:25][C:24]([S:27]([NH:30][C:31]2[CH:36]=[CH:35][C:34]([Cl:37])=[CH:33][C:32]=2[C:38]([NH:40][NH2:41])=O)(=[O:29])=[O:28])=[CH:23][CH:22]=1)([CH3:20])([CH3:19])[CH3:18]. (3) Given the product [Cl:49][C:50]1[CH:71]=[CH:70][C:53]2[NH:54][C:55]([CH:57]([NH:69][C:5](=[O:7])[C:4]3[CH:8]=[CH:9][C:10]([C:11]([N:13]4[CH2:17][CH2:16][CH2:15][CH2:14]4)=[O:12])=[C:2]([CH3:1])[CH:3]=3)[CH2:58][C:59]3[CH:60]=[CH:61][C:62]([O:65][CH:66]([F:68])[F:67])=[CH:63][CH:64]=3)=[N:56][C:52]=2[CH:51]=1, predict the reactants needed to synthesize it. The reactants are: [CH3:1][C:2]1[CH:3]=[C:4]([CH:8]=[CH:9][C:10]=1[C:11]([N:13]1[CH2:17][CH2:16][CH2:15][CH2:14]1)=[O:12])[C:5]([OH:7])=O.CN(C(ON1N=NC2C=CC=CC1=2)=[N+](C)C)C.[B-](F)(F)(F)F.C(N(C(C)C)CC)(C)C.[Cl:49][C:50]1[CH:71]=[CH:70][C:53]2[NH:54][C:55]([CH:57]([NH2:69])[CH2:58][C:59]3[CH:64]=[CH:63][C:62]([O:65][CH:66]([F:68])[F:67])=[CH:61][CH:60]=3)=[N:56][C:52]=2[CH:51]=1.ClCl. (4) Given the product [NH2:1][C:2]1[N:3]=[N+:4]([O-:13])[C:5]2[CH:11]=[C:10]([O:12][CH2:21][CH2:22][NH:23][C:24](=[O:29])[C:25]([F:28])([F:27])[F:26])[CH:9]=[CH:8][C:6]=2[N:7]=1, predict the reactants needed to synthesize it. The reactants are: [NH2:1][C:2]1[N:3]=[N+:4]([O-:13])[C:5]2[CH:11]=[C:10]([OH:12])[CH:9]=[CH:8][C:6]=2[N:7]=1.C([O-])([O-])=O.[K+].[K+].Br[CH2:21][CH2:22][NH:23][C:24](=[O:29])[C:25]([F:28])([F:27])[F:26]. (5) The reactants are: S(S([O-])=O)([O-])=O.[Na+].[Na+].[N+:9]([C:12]1[C:13]([NH:18][CH:19]2[CH2:24][CH2:23][N:22]([C:25]([O:27][C:28]([CH3:31])([CH3:30])[CH3:29])=[O:26])[CH2:21][CH2:20]2)=[N:14][CH:15]=[CH:16][CH:17]=1)([O-])=O.[CH:32](=O)[C:33]1[CH:38]=[CH:37][CH:36]=[CH:35][CH:34]=1. Given the product [C:33]1([C:32]2[N:18]([CH:19]3[CH2:24][CH2:23][N:22]([C:25]([O:27][C:28]([CH3:31])([CH3:30])[CH3:29])=[O:26])[CH2:21][CH2:20]3)[C:13]3=[N:14][CH:15]=[CH:16][CH:17]=[C:12]3[N:9]=2)[CH:38]=[CH:37][CH:36]=[CH:35][CH:34]=1, predict the reactants needed to synthesize it. (6) The reactants are: [NH:1]1[C:9]2[C:4](=[CH:5][C:6]([C:10]#[N:11])=[CH:7][CH:8]=2)[CH:3]=[CH:2]1.Br[CH2:13][CH2:14][C:15]([O:17][CH2:18][CH3:19])=[O:16].C(=O)([O-])[O-].[Cs+].[Cs+].C(OCC)C. Given the product [C:10]([C:6]1[CH:5]=[C:4]2[C:9](=[CH:8][CH:7]=1)[N:1]([CH2:13][CH2:14][C:15]([O:17][CH2:18][CH3:19])=[O:16])[CH:2]=[CH:3]2)#[N:11], predict the reactants needed to synthesize it.